This data is from CYP2C19 inhibition data for predicting drug metabolism from PubChem BioAssay. The task is: Regression/Classification. Given a drug SMILES string, predict its absorption, distribution, metabolism, or excretion properties. Task type varies by dataset: regression for continuous measurements (e.g., permeability, clearance, half-life) or binary classification for categorical outcomes (e.g., BBB penetration, CYP inhibition). Dataset: cyp2c19_veith. (1) The result is 0 (non-inhibitor). The drug is COc1ccccc1N1CCN(CCN2C(=O)c3ccccc3C(C)(C)C2=O)CC1. (2) The compound is CC(=O)OC[C@@H]1O[C@H](CCO/N=C(\C)CCN2CCc3nc(-c4ccccc4)c(-c4ccccc4)cc3C2)C=C[C@@H]1OC(C)=O. The result is 0 (non-inhibitor). (3) The drug is Cc1nn(CC(=O)NCCN2CCOCC2)c(C)c1[N+](=O)[O-]. The result is 0 (non-inhibitor). (4) The drug is CCNc1ncc2nc(C)c(=O)n(CCOC)c2n1. The result is 0 (non-inhibitor). (5) The molecule is CCOc1cc(C)ccc1OCc1nnc(SCC(=O)c2cccc([N+](=O)[O-])c2)n1C. The result is 1 (inhibitor). (6) The molecule is C[C@H]1C2=C3C(CC[C@H]4C(OCc5ccc(F)cc5C(F)(F)F)OC[C@](C)([C@@H]34)N(C(=O)OC(C)(C)C)C2)C2COC(=O)OCC21. The result is 0 (non-inhibitor). (7) The compound is CN(C)C=O.COCCn1c(SCc2nc3sc(C(=O)OC)c(C)c3c(=O)[nH]2)nc2ccccc21. The result is 1 (inhibitor).